Dataset: Peptide-MHC class I binding affinity with 185,985 pairs from IEDB/IMGT. Task: Regression. Given a peptide amino acid sequence and an MHC pseudo amino acid sequence, predict their binding affinity value. This is MHC class I binding data. (1) The peptide sequence is VELGDPNAL. The MHC is Mamu-A11 with pseudo-sequence Mamu-A11. The binding affinity (normalized) is 0.546. (2) The binding affinity (normalized) is 0.0847. The MHC is HLA-A24:03 with pseudo-sequence HLA-A24:03. The peptide sequence is NPLEIYQEI. (3) The peptide sequence is MQTMLFTMLR. The MHC is HLA-A33:01 with pseudo-sequence HLA-A33:01. The binding affinity (normalized) is 0.761. (4) The peptide sequence is HAKYMVTDK. The MHC is HLA-A11:01 with pseudo-sequence HLA-A11:01. The binding affinity (normalized) is 0.199. (5) The peptide sequence is ELQKLNSW. The MHC is Mamu-B17 with pseudo-sequence Mamu-B17. The binding affinity (normalized) is 0.143. (6) The peptide sequence is FEADPLSPQ. The MHC is HLA-B27:03 with pseudo-sequence HLA-B27:03. The binding affinity (normalized) is 0.0847. (7) The peptide sequence is SPVSRSHSF. The MHC is HLA-A23:01 with pseudo-sequence HLA-A23:01. The binding affinity (normalized) is 0.0847. (8) The peptide sequence is QMAMTDTTPF. The MHC is HLA-A24:02 with pseudo-sequence HLA-A24:02. The binding affinity (normalized) is 0.244.